Dataset: Full USPTO retrosynthesis dataset with 1.9M reactions from patents (1976-2016). Task: Predict the reactants needed to synthesize the given product. Given the product [NH2:31][C:25]1([C:23]([NH:22][C@H:3]([C:1]#[N:2])[CH2:4][C:5]2[CH:6]=[CH:7][C:8]([C:11]3[CH:16]=[CH:15][C:14]([S:17]([CH2:20][CH3:21])(=[O:19])=[O:18])=[CH:13][CH:12]=3)=[CH:9][CH:10]=2)=[O:24])[CH2:26][CH2:27][O:28][CH2:29][CH2:30]1, predict the reactants needed to synthesize it. The reactants are: [C:1]([C@@H:3]([NH:22][C:23]([C:25]1([NH:31]C(=O)OC(C)(C)C)[CH2:30][CH2:29][O:28][CH2:27][CH2:26]1)=[O:24])[CH2:4][C:5]1[CH:10]=[CH:9][C:8]([C:11]2[CH:16]=[CH:15][C:14]([S:17]([CH2:20][CH3:21])(=[O:19])=[O:18])=[CH:13][CH:12]=2)=[CH:7][CH:6]=1)#[N:2].